This data is from Reaction yield outcomes from USPTO patents with 853,638 reactions. The task is: Predict the reaction yield, written as a fraction of the theoretical maximum amount of product (1.0 means a 100% yield; for example, 0.34 means a 34% yield). (1) The reactants are I[C:2]1[CH:3]=[N:4][N:5]([C:7]2[CH:12]=[CH:11][C:10]([N+:13]([O-:15])=[O:14])=[CH:9][N:8]=2)[CH:6]=1.[CH:16]1(B(O)O)[CH2:18][CH2:17]1.C1(P(C2CCCCC2)C2CCCCC2)CCCCC1.P([O-])([O-])([O-])=O.[K+].[K+].[K+]. The catalyst is C([O-])(=O)C.[Pd+2].C([O-])(=O)C. The product is [CH:16]1([C:2]2[CH:3]=[N:4][N:5]([C:7]3[CH:12]=[CH:11][C:10]([N+:13]([O-:15])=[O:14])=[CH:9][N:8]=3)[CH:6]=2)[CH2:18][CH2:17]1. The yield is 0.280. (2) The yield is 0.430. The product is [I:23][C:5]1[CH:4]=[N:3][N:2]([CH3:1])[C:6]=1[C:7]1[CH:8]=[C:9]([C:12]([O:14][CH3:15])=[O:13])[S:10][CH:11]=1. The reactants are [CH3:1][N:2]1[C:6]([C:7]2[CH:8]=[C:9]([C:12]([O:14][CH3:15])=[O:13])[S:10][CH:11]=2)=[CH:5][CH:4]=[N:3]1.C1C(=O)N([I:23])C(=O)C1. The catalyst is C1COCC1.